Predict the product of the given reaction. From a dataset of Forward reaction prediction with 1.9M reactions from USPTO patents (1976-2016). (1) The product is: [CH2:1]([C:5]1[CH:6]=[CH:7][C:8]([C:11]#[C:12][C:13]2[CH:41]=[CH:40][C:16]([CH2:17][N:18]([CH2:27][C:28]3[CH:29]=[CH:30][C:31]([O:32][CH2:33][C:34]([OH:36])=[O:35])=[CH:38][CH:39]=3)[S:19]([C:22]3[S:23][CH:24]=[CH:25][CH:26]=3)(=[O:20])=[O:21])=[CH:15][CH:14]=2)=[CH:9][CH:10]=1)[CH2:2][CH2:3][CH3:4]. Given the reactants [CH2:1]([C:5]1[CH:10]=[CH:9][C:8]([C:11]#[C:12][C:13]2[CH:41]=[CH:40][C:16]([CH2:17][N:18]([CH2:27][C:28]3[CH:39]=[CH:38][C:31]([O:32][CH2:33][C:34]([O:36]C)=[O:35])=[CH:30][CH:29]=3)[S:19]([C:22]3[S:23][CH:24]=[CH:25][CH:26]=3)(=[O:21])=[O:20])=[CH:15][CH:14]=2)=[CH:7][CH:6]=1)[CH2:2][CH2:3][CH3:4].[OH-].[Na+].Cl, predict the reaction product. (2) Given the reactants [N+:1]([C:4]1[CH:9]=[CH:8][CH:7]=[CH:6][C:5]=1[S:10](Cl)(=[O:12])=[O:11])([O-:3])=[O:2].C(N(CC)CC)C.[CH:21]1([NH2:25])[CH2:24][CH2:23][CH2:22]1, predict the reaction product. The product is: [CH:21]1([NH:25][S:10]([C:5]2[CH:6]=[CH:7][CH:8]=[CH:9][C:4]=2[N+:1]([O-:3])=[O:2])(=[O:12])=[O:11])[CH2:24][CH2:23][CH2:22]1. (3) Given the reactants C([N:8]1[CH2:14][C:13]2[N:15]=[CH:16][C:17]([N:19]3[C:23]([CH3:24])=[CH:22][CH:21]=[C:20]3[CH3:25])=[N:18][C:12]=2[O:11][CH2:10][CH2:9]1)C1C=CC=CC=1.C(OCC)(=O)C.[ClH:32], predict the reaction product. The product is: [ClH:32].[CH3:25][C:20]1[N:19]([C:17]2[CH:16]=[N:15][C:13]3[CH2:14][NH:8][CH2:9][CH2:10][O:11][C:12]=3[N:18]=2)[C:23]([CH3:24])=[CH:22][CH:21]=1. (4) Given the reactants C([O:8][C:9](=[O:56])[CH2:10][CH:11]1[CH2:16][CH2:15][CH:14]([CH2:17][N:18]2[CH2:24][CH2:23][CH2:22][CH:21]([N:25]([CH2:32][C:33]3[CH:38]=[C:37]([C:39]([F:42])([F:41])[F:40])[CH:36]=[C:35]([C:43]([F:46])([F:45])[F:44])[CH:34]=3)[C:26]3[N:27]=[N:28][N:29]([CH3:31])[N:30]=3)[C:20]3[CH:47]=[C:48]([CH3:55])[C:49]([C:51]([F:54])([F:53])[F:52])=[CH:50][C:19]2=3)[CH2:13][CH2:12]1)C1C=CC=CC=1, predict the reaction product. The product is: [F:45][C:43]([F:44])([F:46])[C:35]1[CH:34]=[C:33]([CH:38]=[C:37]([C:39]([F:42])([F:41])[F:40])[CH:36]=1)[CH2:32][N:25]([C:26]1[N:27]=[N:28][N:29]([CH3:31])[N:30]=1)[CH:21]1[CH2:22][CH2:23][CH2:24][N:18]([CH2:17][CH:14]2[CH2:15][CH2:16][CH:11]([CH2:10][C:9]([OH:56])=[O:8])[CH2:12][CH2:13]2)[C:19]2[CH:50]=[C:49]([C:51]([F:52])([F:53])[F:54])[C:48]([CH3:55])=[CH:47][C:20]1=2. (5) Given the reactants CC(OC(/N=N/C(OC(C)C)=O)=O)C.O[CH:16]1[CH2:21][CH2:20][NH:19][C:18](=[O:22])[CH2:17]1.[N+:23]([C:26]1[CH:27]=[N:28][NH:29][CH:30]=1)([O-:25])=[O:24].C1(P(C2C=CC=CC=2)C2C=CC=CC=2)C=CC=CC=1, predict the reaction product. The product is: [N+:23]([C:26]1[CH:27]=[N:28][N:29]([CH:16]2[CH2:21][CH2:20][NH:19][C:18](=[O:22])[CH2:17]2)[CH:30]=1)([O-:25])=[O:24]. (6) The product is: [S:13]1[CH:14]=[CH:15][C:11]([CH2:10][CH2:9][N:7]2[CH:8]=[C:4]([NH2:1])[N:5]=[CH:6]2)=[CH:12]1. Given the reactants [N+:1]([C:4]1[N:5]=[CH:6][N:7]([CH2:9][CH2:10][C:11]2[CH:15]=[CH:14][S:13][CH:12]=2)[CH:8]=1)([O-])=O, predict the reaction product. (7) Given the reactants [C:1]1([OH:21])[C:2]([C:11]2[CH:20]=[CH:19][C:18]3[CH2:17][CH2:16][CH2:15][CH2:14][C:13]=3[CH:12]=2)=[CH:3][CH:4]=[C:5]2[C:10]=1[CH2:9][CH2:8][CH2:7][CH2:6]2.CS(O[CH:27]([CH3:29])[CH3:28])(=O)=O, predict the reaction product. The product is: [CH:27]([C:3]1[CH:4]=[C:5]2[C:10]([CH2:9][CH2:8][CH2:7][CH2:6]2)=[C:1]([OH:21])[C:2]=1[C:11]1[CH:20]=[CH:19][C:18]2[CH2:17][CH2:16][CH2:15][CH2:14][C:13]=2[CH:12]=1)([CH3:29])[CH3:28]. (8) Given the reactants [C:1]([O:5][C:6]([NH:8][C@@H:9]([CH2:13][S:14][C:15]1[C:20]([N+:21]([O-])=O)=[CH:19][CH:18]=[CH:17][C:16]=1[N+:24]([O-])=O)[C:10]([OH:12])=[O:11])=[O:7])([CH3:4])([CH3:3])[CH3:2].[NH4+].[Cl-], predict the reaction product. The product is: [C:1]([O:5][C:6]([NH:8][C@@H:9]([CH2:13][S:14][C:15]1[C:16]([NH2:24])=[CH:17][CH:18]=[CH:19][C:20]=1[NH2:21])[C:10]([OH:12])=[O:11])=[O:7])([CH3:4])([CH3:2])[CH3:3].